The task is: Predict the reactants needed to synthesize the given product.. This data is from Full USPTO retrosynthesis dataset with 1.9M reactions from patents (1976-2016). Given the product [OH:2][C:3]1[CH:4]=[C:5]([C:9]([CH3:13])([CH3:12])[C:10]#[N:11])[CH:6]=[CH:7][CH:8]=1, predict the reactants needed to synthesize it. The reactants are: C[O:2][C:3]1[CH:4]=[C:5]([C:9]([CH3:13])([CH3:12])[C:10]#[N:11])[CH:6]=[CH:7][CH:8]=1.B(Br)(Br)Br.